Dataset: HIV replication inhibition screening data with 41,000+ compounds from the AIDS Antiviral Screen. Task: Binary Classification. Given a drug SMILES string, predict its activity (active/inactive) in a high-throughput screening assay against a specified biological target. (1) The molecule is CCOC(=O)Cc1csc2[n+]1C(=O)C(=Cc1cccc(OC)c1O)S2.[Cl-]. The result is 0 (inactive). (2) The result is 0 (inactive). The drug is CCCn1c2c(c3ccccc3c1=O)C(=O)c1ccccc1-2. (3) The drug is O=[N+]([O-])c1cccc(S(=O)(=O)c2cccc([N+](=O)[O-])c2)c1. The result is 0 (inactive). (4) The compound is O=C1NC(=O)C2=C(CCCC2)C1=Cc1ccccc1. The result is 0 (inactive). (5) The compound is O=C(O)C1(Nc2ccccc2)CCN(Cc2ccccc2)CC1. The result is 0 (inactive).